This data is from Forward reaction prediction with 1.9M reactions from USPTO patents (1976-2016). The task is: Predict the product of the given reaction. The product is: [NH2:37][C:4]1[CH:3]=[C:2]([CH3:1])[C:7]([C:8]2[CH:13]=[CH:12][CH:11]=[CH:10][CH:9]=2)=[CH:6][C:5]=1[NH:17][C:18](=[O:29])[C:19]1[CH:24]=[CH:23][CH:22]=[C:21]([C:25]([F:27])([F:26])[F:28])[CH:20]=1. Given the reactants [CH3:1][C:2]1[C:7]([C:8]2[CH:13]=[CH:12][C:11]([N+]([O-])=O)=[CH:10][CH:9]=2)=[CH:6][C:5]([NH:17][C:18](=[O:29])[C:19]2[CH:24]=[CH:23][CH:22]=[C:21]([C:25]([F:28])([F:27])[F:26])[CH:20]=2)=[CH:4][CH:3]=1.O1CCOCC1.[OH-].[NH4+:37].S(S([O-])=O)([O-])=O.[Na+].[Na+], predict the reaction product.